This data is from Reaction yield outcomes from USPTO patents with 853,638 reactions. The task is: Predict the reaction yield, written as a fraction of the theoretical maximum amount of product (1.0 means a 100% yield; for example, 0.34 means a 34% yield). The reactants are C(Cl)(=O)C(Cl)=O.[OH:7][C:8]([CH3:14])([CH3:13])[CH2:9][C:10](O)=[O:11].[N+:15]([C:18]1[CH:22]=[CH:21][NH:20][N:19]=1)([O-:17])=[O:16].[H-].[Na+]. The catalyst is O1CCCC1.CN(C)C=O.C(OCC)(=O)C. The product is [OH:7][C:8]([CH3:14])([CH3:13])[CH2:9][C:10]([N:20]1[CH:21]=[CH:22][C:18]([N+:15]([O-:17])=[O:16])=[N:19]1)=[O:11]. The yield is 0.270.